From a dataset of Full USPTO retrosynthesis dataset with 1.9M reactions from patents (1976-2016). Predict the reactants needed to synthesize the given product. (1) Given the product [CH:31]1([N:17]2[CH2:18][CH2:19][N:14]3[C:13]([C:20]4[CH:21]=[CH:22][CH:23]=[CH:24][CH:25]=4)=[N:12][C:11]([C:9]([NH:8][C@@H:3]([C:2]([CH3:27])([CH3:26])[CH3:1])[C:4]([NH:6][CH3:7])=[O:5])=[O:10])=[C:15]3[CH2:16]2)[CH2:33][CH2:32]1, predict the reactants needed to synthesize it. The reactants are: [CH3:1][C:2]([CH3:27])([CH3:26])[C@H:3]([NH:8][C:9]([C:11]1[N:12]=[C:13]([C:20]2[CH:25]=[CH:24][CH:23]=[CH:22][CH:21]=2)[N:14]2[CH2:19][CH2:18][NH:17][CH2:16][C:15]=12)=[O:10])[C:4]([NH:6][CH3:7])=[O:5].C(O[C:31]1(O[Si](C)(C)C)[CH2:33][CH2:32]1)C.C([BH3-])#N.[Na+].C(O)(=O)C. (2) Given the product [CH3:15][N:16]1[CH:20]=[C:19]([N:7]2[CH2:6][CH2:5][N:4]([C:8]([O:10][C:11]([CH3:14])([CH3:13])[CH3:12])=[O:9])[CH2:3][C:2]2=[O:1])[CH:18]=[N:17]1, predict the reactants needed to synthesize it. The reactants are: [O:1]=[C:2]1[NH:7][CH2:6][CH2:5][N:4]([C:8]([O:10][C:11]([CH3:14])([CH3:13])[CH3:12])=[O:9])[CH2:3]1.[CH3:15][N:16]1[CH:20]=[C:19](I)[CH:18]=[N:17]1.C(O)CO.P([O-])([O-])([O-])=O.[K+].[K+].[K+]. (3) The reactants are: CNCCNC.[Cl:7][C:8]1[C:12]([NH:13][C:14](=[O:16])[CH3:15])=[CH:11][NH:10][N:9]=1.C(=O)([O-])[O-].[K+].[K+].Br[C:24]1[CH:25]=[N:26][CH:27]=[CH:28][CH:29]=1. Given the product [Cl:7][C:8]1[C:12]([NH:13][C:14](=[O:16])[CH3:15])=[CH:11][N:10]([C:24]2[CH:25]=[N:26][CH:27]=[CH:28][CH:29]=2)[N:9]=1, predict the reactants needed to synthesize it. (4) Given the product [F:17][CH:15]([F:16])[O:14][C:11]1[CH:10]=[C:4]2[C:3]([CH2:2][N:18]([C:19]3[CH:20]=[C:21]4[C:25](=[CH:26][CH:27]=3)[CH2:24][CH2:23][CH2:22]4)[C:5]2=[O:7])=[CH:13][CH:12]=1, predict the reactants needed to synthesize it. The reactants are: Br[CH2:2][C:3]1[CH:13]=[CH:12][C:11]([O:14][CH:15]([F:17])[F:16])=[CH:10][C:4]=1[C:5]([O:7]CC)=O.[NH2:18][C:19]1[CH:20]=[C:21]2[C:25](=[CH:26][CH:27]=1)[CH2:24][CH2:23][CH2:22]2.[O-]CC.[Na+]. (5) Given the product [CH3:15][O:16][C:17]([C:19]1[S:23][C:2]2[C:10]([N+:11]([O-:13])=[O:12])=[CH:9][CH:8]=[C:7]([Cl:14])[C:3]=2[CH:4]=1)=[O:18].[C:38]([C:36]1[CH:35]=[C:34]([NH:42][S:43]([CH3:46])(=[O:45])=[O:44])[C:33]([O:47][CH3:48])=[C:32]([NH:31][C:17]([C:19]2[S:23][C:22]3[C:24]([N+:28]([O-:30])=[O:29])=[CH:25][CH:26]=[C:27]([Cl:1])[C:21]=3[CH:20]=2)=[O:18])[CH:37]=1)([CH3:40])([CH3:41])[CH3:39], predict the reactants needed to synthesize it. The reactants are: [Cl:1][C:2]1[C:10]([N+:11]([O-:13])=[O:12])=[CH:9][CH:8]=[C:7]([Cl:14])[C:3]=1[C:4](O)=O.[CH3:15][O:16][C:17]([C:19]1[S:23][C:22]2[C:24]([N+:28]([O-:30])=[O:29])=[CH:25][CH:26]=[CH:27][C:21]=2[CH:20]=1)=[O:18].[NH2:31][C:32]1[C:33]([O:47][CH3:48])=[C:34]([NH:42][S:43]([CH3:46])(=[O:45])=[O:44])[CH:35]=[C:36]([C:38]([CH3:41])([CH3:40])[CH3:39])[CH:37]=1. (6) Given the product [Cl:1][CH2:2][CH2:3][CH2:4][S:5]([O:8][CH2:9][C:10]([CH3:24])([CH3:23])[C@@H:11]([O:15][CH2:16][C:17]1[CH:22]=[CH:21][CH:20]=[CH:19][CH:18]=1)[C:12]([O:14][CH2:32][C:33](=[O:34])[N:35]([CH3:37])[CH3:36])=[O:13])(=[O:6])=[O:7], predict the reactants needed to synthesize it. The reactants are: [Cl:1][CH2:2][CH2:3][CH2:4][S:5]([O:8][CH2:9][C:10]([CH3:24])([CH3:23])[C@@H:11]([O:15][CH2:16][C:17]1[CH:22]=[CH:21][CH:20]=[CH:19][CH:18]=1)[C:12]([OH:14])=[O:13])(=[O:7])=[O:6].C(Cl)(=O)C(Cl)=O.O[CH2:32][C:33]([N:35]([CH3:37])[CH3:36])=[O:34].N1C=CC=CC=1. (7) Given the product [NH2:45][C:42]1[N:43]=[CH:44][C:39]([C:25]2[CH:26]=[CH:27][C:28]([C:2]3[C:3]([S:8]([CH:11]4[CH2:15][CH2:14][N:13]([C:16]([O:18][C:19]([CH3:22])([CH3:21])[CH3:20])=[O:17])[CH2:12]4)(=[O:10])=[O:9])=[N:4][CH:5]=[CH:6][CH:7]=3)=[CH:29][C:24]=2[F:23])=[N:40][CH:41]=1, predict the reactants needed to synthesize it. The reactants are: Br[C:2]1[C:3]([S:8]([CH:11]2[CH2:15][CH2:14][N:13]([C:16]([O:18][C:19]([CH3:22])([CH3:21])[CH3:20])=[O:17])[CH2:12]2)(=[O:10])=[O:9])=[N:4][CH:5]=[CH:6][CH:7]=1.[F:23][C:24]1[CH:29]=[C:28](B2OC(C)(C)C(C)(C)O2)[CH:27]=[CH:26][C:25]=1[C:39]1[N:40]=[CH:41][C:42]([NH2:45])=[N:43][CH:44]=1.C(Cl)Cl.C([O-])([O-])=O.[Na+].[Na+].